Predict the product of the given reaction. From a dataset of Forward reaction prediction with 1.9M reactions from USPTO patents (1976-2016). (1) Given the reactants [F:1][C:2]([F:28])([F:27])[C:3]1[CH:4]=[CH:5][C:6]([O:9][C:10]2[CH:15]=[CH:14][C:13]([O:16][C:17]([N:19]3[CH2:24][CH2:23][CH:22]([CH2:25][OH:26])[CH2:21][CH2:20]3)=[O:18])=[CH:12][CH:11]=2)=[N:7][CH:8]=1.O[C:30]1[CH:35]=[CH:34][CH:33]=[CH:32][N:31]=1, predict the reaction product. The product is: [F:28][C:2]([F:1])([F:27])[C:3]1[CH:4]=[CH:5][C:6]([O:9][C:10]2[CH:11]=[CH:12][C:13]([O:16][C:17]([N:19]3[CH2:24][CH2:23][CH:22]([CH2:25][O:26][C:30]4[CH:35]=[CH:34][CH:33]=[CH:32][N:31]=4)[CH2:21][CH2:20]3)=[O:18])=[CH:14][CH:15]=2)=[N:7][CH:8]=1. (2) The product is: [CH3:8][C:7]1[C:2]([C:23]2[CH:22]=[CH:21][C:20]([C:11]3[CH:12]=[CH:13][C:14]4[C:19](=[CH:18][CH:17]=[CH:16][CH:15]=4)[CH:10]=3)=[CH:25][CH:24]=2)=[N:3][CH:4]=[C:5]([CH3:9])[N:6]=1. Given the reactants Cl[C:2]1[C:7]([CH3:8])=[N:6][C:5]([CH3:9])=[CH:4][N:3]=1.[CH:10]1[C:19]2[C:14](=[CH:15][CH:16]=[CH:17][CH:18]=2)[CH:13]=[CH:12][C:11]=1[C:20]1[CH:25]=[CH:24][C:23](B(O)O)=[CH:22][CH:21]=1.C(=O)([O-])[O-].[Na+].[Na+], predict the reaction product.